Dataset: Catalyst prediction with 721,799 reactions and 888 catalyst types from USPTO. Task: Predict which catalyst facilitates the given reaction. (1) Reactant: [CH:1]([N:4]1[CH2:9][CH2:8][N:7]([C:10]([C:12]2[CH:19]=[CH:18][C:15]([CH:16]=[O:17])=[CH:14][CH:13]=2)=[O:11])[CH2:6][CH2:5]1)([CH3:3])[CH3:2].[CH:20]([Mg]Br)([CH3:22])[CH3:21]. Product: [OH:17][CH:16]([C:15]1[CH:14]=[CH:13][C:12]([C:10]([N:7]2[CH2:8][CH2:9][N:4]([CH:1]([CH3:3])[CH3:2])[CH2:5][CH2:6]2)=[O:11])=[CH:19][CH:18]=1)[CH:20]([CH3:22])[CH3:21]. The catalyst class is: 1. (2) Reactant: [NH2:1][C:2]1[CH:7]=[CH:6][CH:5]=[CH:4][C:3]=1[S:8][C:9]1[CH:18]=[CH:17][CH:16]=[CH:15][C:10]=1[C:11]([O:13][CH3:14])=[O:12].[C:19]([NH:22][C:23]1[CH:28]=[CH:27][C:26]([S:29](Cl)(=[O:31])=[O:30])=[CH:25][CH:24]=1)(=[O:21])[CH3:20]. Product: [C:19]([NH:22][C:23]1[CH:24]=[CH:25][C:26]([S:29]([NH:1][C:2]2[CH:7]=[CH:6][CH:5]=[CH:4][C:3]=2[S:8][C:9]2[CH:18]=[CH:17][CH:16]=[CH:15][C:10]=2[C:11]([O:13][CH3:14])=[O:12])(=[O:31])=[O:30])=[CH:27][CH:28]=1)(=[O:21])[CH3:20]. The catalyst class is: 300. (3) Reactant: O[CH:2]=[C:3]1[C:11]2[C:6](=[CH:7][CH:8]=[C:9]([C:12]([C:14]3[CH:15]=[C:16]([NH:20][C:21](=[O:23])[CH3:22])[CH:17]=[CH:18][CH:19]=3)=[O:13])[CH:10]=2)[NH:5][C:4]1=[O:24].[NH2:25][C:26]1[CH:31]=[CH:30][C:29]([N:32]2[CH2:37][CH2:36][O:35][CH2:34][CH2:33]2)=[CH:28][CH:27]=1. Product: [N:32]1([C:29]2[CH:28]=[CH:27][C:26]([NH:25][CH:2]=[C:3]3[C:11]4[C:6](=[CH:7][CH:8]=[C:9]([C:12]([C:14]5[CH:15]=[C:16]([NH:20][C:21](=[O:23])[CH3:22])[CH:17]=[CH:18][CH:19]=5)=[O:13])[CH:10]=4)[NH:5][C:4]3=[O:24])=[CH:31][CH:30]=2)[CH2:33][CH2:34][O:35][CH2:36][CH2:37]1. The catalyst class is: 1. (4) Reactant: [NH2:1][C@H:2]1[CH2:6][CH2:5][CH2:4][C@H:3]1[C:7]([O:9][CH2:10][CH3:11])=[O:8].[Cl:12][C:13]1[CH:18]=[CH:17][C:16]([S:19](Cl)(=[O:21])=[O:20])=[CH:15][CH:14]=1.C(N(CC)CC)C.C(OCC)C. Product: [Cl:12][C:13]1[CH:18]=[CH:17][C:16]([S:19]([NH:1][C@H:2]2[CH2:6][CH2:5][CH2:4][C@H:3]2[C:7]([O:9][CH2:10][CH3:11])=[O:8])(=[O:21])=[O:20])=[CH:15][CH:14]=1. The catalyst class is: 7. (5) Reactant: Cl[C:2]1[C:7]([F:8])=[C:6]([Cl:9])[N:5]=[CH:4][N:3]=1.C(=O)([O-])[O-].Cl.[CH3:15][CH:16]1[CH2:22][CH2:21][CH2:20][CH2:19][CH2:18][NH:17]1.[Cl-].[NH4+]. Product: [Cl:9][C:6]1[N:5]=[CH:4][N:3]=[C:2]([N:17]2[CH2:18][CH2:19][CH2:20][CH2:21][CH2:22][CH:16]2[CH3:15])[C:7]=1[F:8]. The catalyst class is: 10.